Task: Predict the reactants needed to synthesize the given product.. Dataset: Full USPTO retrosynthesis dataset with 1.9M reactions from patents (1976-2016) (1) Given the product [NH2:8][C:7]1[C:6]2[C:5](=[CH:4][CH:3]=[C:2]([Br:1])[CH:9]=2)[NH:13][N:12]=1, predict the reactants needed to synthesize it. The reactants are: [Br:1][C:2]1[CH:3]=[CH:4][C:5](F)=[C:6]([CH:9]=1)[C:7]#[N:8].O.[NH2:12][NH2:13]. (2) Given the product [NH2:11][C:4]1[CH:3]=[CH:2][C:30]2[N:31]=[C:33]([C:22]3[CH:17]=[CH:18][C:19]([C:2]4[S:6][C:5]([C:7]([O:9][CH3:10])=[O:8])=[C:4]([N:11]([C:15]([C@H:17]5[CH2:22][CH2:21][C@H:20]([CH3:23])[CH2:19][CH2:18]5)=[O:16])[CH:12]([CH3:14])[CH3:13])[CH:3]=4)=[CH:20][CH:21]=3)[O:27][C:24]=2[CH:5]=1, predict the reactants needed to synthesize it. The reactants are: I[C:2]1[S:6][C:5]([C:7]([O:9][CH3:10])=[O:8])=[C:4]([N:11]([C:15]([C@H:17]2[CH2:22][CH2:21][C@H:20]([CH3:23])[CH2:19][CH2:18]2)=[O:16])[CH:12]([CH3:14])[CH3:13])[CH:3]=1.[C:24](=[O:27])([O-])[O-].[Na+].[Na+].[CH3:30][N:31]([CH:33]=O)C. (3) Given the product [Br:8][C:5]1[CH:6]=[CH:7][C:2]([S:28]([C:17]2[C:16]([O:15][CH3:14])=[CH:27][C:20]3[CH2:21][CH2:22][N:23]([CH3:26])[CH2:24][CH2:25][C:19]=3[CH:18]=2)(=[O:29])=[O:30])=[CH:3][CH:4]=1, predict the reactants needed to synthesize it. The reactants are: Br[C:2]1[CH:7]=[CH:6][C:5]([Br:8])=[CH:4][CH:3]=1.C([Li])CCC.[CH3:14][O:15][C:16]1[C:17]([S:28](F)(=[O:30])=[O:29])=[CH:18][C:19]2[CH2:25][CH2:24][N:23]([CH3:26])[CH2:22][CH2:21][C:20]=2[CH:27]=1. (4) The reactants are: [Cl:1][C:2]1[CH:3]=[C:4]([CH:21]=[C:22]([C:31]([F:34])([F:33])[F:32])[C:23]=1[CH2:24][N:25]1[CH2:30][CH2:29][NH:28][CH2:27][CH2:26]1)[C:5]([NH:7][CH2:8][C:9]1[CH:14]=[C:13]([Cl:15])[CH:12]=[CH:11][C:10]=1[S:16]([CH2:19][CH3:20])(=[O:18])=[O:17])=[O:6].[CH3:35][C:36]([O:39][C:40]([NH:42][CH2:43][C:44](O)=[O:45])=[O:41])([CH3:38])[CH3:37].CN(C(ON1N=NC2C=CC=NC1=2)=[N+](C)C)C.F[P-](F)(F)(F)(F)F. Given the product [Cl:1][C:2]1[CH:3]=[C:4]([C:5](=[O:6])[NH:7][CH2:8][C:9]2[CH:14]=[C:13]([Cl:15])[CH:12]=[CH:11][C:10]=2[S:16]([CH2:19][CH3:20])(=[O:18])=[O:17])[CH:21]=[C:22]([C:31]([F:32])([F:34])[F:33])[C:23]=1[CH2:24][N:25]1[CH2:30][CH2:29][N:28]([C:44](=[O:45])[CH2:43][NH:42][C:40](=[O:41])[O:39][C:36]([CH3:35])([CH3:37])[CH3:38])[CH2:27][CH2:26]1, predict the reactants needed to synthesize it. (5) Given the product [NH2:1][C:2]1[C:7]2=[CH:8][CH:9]=[C:10]([I:11])[N:6]2[N:5]=[CH:4][N:3]=1, predict the reactants needed to synthesize it. The reactants are: [NH2:1][C:2]1[C:7]2=[CH:8][CH:9]=[CH:10][N:6]2[N:5]=[CH:4][N:3]=1.[I:11]N1C(=O)CCC1=O.[OH-].[Na+]. (6) The reactants are: [Cl:1][C:2]1[CH:3]=[CH:4][C:5]([C:8]2[CH:13]=[CH:12][C:11]([OH:14])=[CH:10][CH:9]=2)=[N:6][CH:7]=1.[CH2:15]([O:17][C:18]([C:20]1([CH2:35]I)[CH2:24][CH2:23][N:22]([C:25](=[O:34])[C:26]2[CH:31]=[CH:30][C:29]([O:32][CH3:33])=[CH:28][CH:27]=2)[CH2:21]1)=[O:19])[CH3:16]. Given the product [CH2:15]([O:17][C:18]([C:20]1([CH2:35][O:14][C:11]2[CH:12]=[CH:13][C:8]([C:5]3[CH:4]=[CH:3][C:2]([Cl:1])=[CH:7][N:6]=3)=[CH:9][CH:10]=2)[CH2:24][CH2:23][N:22]([C:25](=[O:34])[C:26]2[CH:27]=[CH:28][C:29]([O:32][CH3:33])=[CH:30][CH:31]=2)[CH2:21]1)=[O:19])[CH3:16], predict the reactants needed to synthesize it.